Dataset: Full USPTO retrosynthesis dataset with 1.9M reactions from patents (1976-2016). Task: Predict the reactants needed to synthesize the given product. Given the product [C:1]([O:5][C:6](=[O:37])[CH2:7][CH2:8][C@H:9]([NH2:26])[C:10]([N:12]1[CH2:17][CH2:16][N:15]([C:18]2[CH:23]=[CH:22][CH:21]=[C:20]([O:24][CH3:25])[CH:19]=2)[CH2:14][CH2:13]1)=[O:11])([CH3:2])([CH3:4])[CH3:3], predict the reactants needed to synthesize it. The reactants are: [C:1]([O:5][C:6](=[O:37])[CH2:7][CH2:8][C@H:9]([NH:26]C(OCC1C=CC=CC=1)=O)[C:10]([N:12]1[CH2:17][CH2:16][N:15]([C:18]2[CH:23]=[CH:22][CH:21]=[C:20]([O:24][CH3:25])[CH:19]=2)[CH2:14][CH2:13]1)=[O:11])([CH3:4])([CH3:3])[CH3:2].